This data is from Catalyst prediction with 721,799 reactions and 888 catalyst types from USPTO. The task is: Predict which catalyst facilitates the given reaction. (1) Reactant: [N:1]1[CH:6]=[CH:5][CH:4]=[CH:3][C:2]=1[CH:7]=O.[BH3-]C#N.[Na+].[Cl:13][C:14]1[CH:15]=[C:16]([CH2:21][C:22]([N:24]2[CH:33]3[CH:28]([CH2:29][CH2:30][CH2:31][CH:32]3[N:34]3[CH2:38][CH2:37][CH2:36][CH2:35]3)[NH:27][CH2:26][CH2:25]2)=[O:23])[CH:17]=[CH:18][C:19]=1[Cl:20].C([O-])([O-])=O.[Na+].[Na+]. Product: [Cl:13][C:14]1[CH:15]=[C:16]([CH2:21][C:22]([N:24]2[CH:33]3[CH:28]([CH2:29][CH2:30][CH2:31][CH:32]3[N:34]3[CH2:38][CH2:37][CH2:36][CH2:35]3)[N:27]([CH2:7][C:2]3[CH:3]=[CH:4][CH:5]=[CH:6][N:1]=3)[CH2:26][CH2:25]2)=[O:23])[CH:17]=[CH:18][C:19]=1[Cl:20]. The catalyst class is: 130. (2) Reactant: C(N)CCC.[CH2:6]([O:13][C:14]1[CH:21]=[CH:20][C:17]([CH:18]=O)=[CH:16][C:15]=1[O:22][CH3:23])[C:7]1[CH:12]=[CH:11][CH:10]=[CH:9][CH:8]=1.[N+:24]([CH2:27][CH3:28])([O-:26])=[O:25]. Product: [CH2:6]([O:13][C:14]1[CH:21]=[CH:20][C:17]([CH:18]=[C:27]([N+:24]([O-:26])=[O:25])[CH3:28])=[CH:16][C:15]=1[O:22][CH3:23])[C:7]1[CH:12]=[CH:11][CH:10]=[CH:9][CH:8]=1. The catalyst class is: 15. (3) Reactant: [CH3:1][C@@:2]12[C@H:11]3[CH2:12][CH2:13][C@@:14]4([CH3:20])[C@H:18]([C@@H:10]3[CH2:9][CH:8]=[C:7]1[NH:6][C:5](=[O:21])[CH2:4][CH2:3]2)[CH2:17][CH2:16][C:15]4=[O:19].[H-].[Na+].Cl[CH2:25][C:26]([N:28]([CH3:30])[CH3:29])=[O:27]. Product: [CH3:1][C@@:2]12[C@H:11]3[CH2:12][CH2:13][C@@:14]4([CH3:20])[C@H:18]([C@@H:10]3[CH2:9][CH:8]=[C:7]1[N:6]([CH2:25][C:26]([N:28]([CH3:30])[CH3:29])=[O:27])[C:5](=[O:21])[CH2:4][CH2:3]2)[CH2:17][CH2:16][C:15]4=[O:19]. The catalyst class is: 3. (4) Reactant: Cl[C:2]1[N:7]=[CH:6][C:5]([CH:8]=[O:9])=[C:4]([N:10]2[CH2:15][C@H:14]([CH3:16])[O:13][C@H:12]([CH3:17])[CH2:11]2)[CH:3]=1.[CH3:18][O-:19].[Na+]. Product: [CH3:17][C@H:12]1[O:13][C@@H:14]([CH3:16])[CH2:15][N:10]([C:4]2[CH:3]=[C:2]([O:19][CH3:18])[N:7]=[CH:6][C:5]=2[CH:8]=[O:9])[CH2:11]1. The catalyst class is: 5. (5) Reactant: [I:1][C:2]1[C:10]2[C:5](=[CH:6][CH:7]=[C:8]([C:11]3[S:15]C(NC)=[N:13][N:12]=3)[CH:9]=2)[NH:4][CH:3]=1.[CH3:18][C:19]([O-:22])([CH3:21])[CH3:20].[K+].[CH3:36][C:35]([O:34][C:32](O[C:32]([O:34][C:35]([CH3:38])([CH3:37])[CH3:36])=[O:33])=[O:33])([CH3:38])[CH3:37].[CH3:39][N:40]([CH:42]=[O:43])[CH3:41]. Product: [C:19]([O:22][C:42]([N:40]([CH3:41])[C:39]1[S:15][C:11]([C:8]2[CH:9]=[C:10]3[C:5](=[CH:6][CH:7]=2)[N:4]([C:32]([O:34][C:35]([CH3:36])([CH3:37])[CH3:38])=[O:33])[CH:3]=[C:2]3[I:1])=[N:12][N:13]=1)=[O:43])([CH3:21])([CH3:20])[CH3:18]. The catalyst class is: 238. (6) Reactant: [C:1]([N:8]1[CH2:12][CH2:11][C@H:10]([NH:13][CH:14]2[CH2:19][CH2:18][C:17]([CH3:21])([CH3:20])[CH2:16][CH2:15]2)[CH2:9]1)([O:3][C:4]([CH3:7])([CH3:6])[CH3:5])=[O:2].[CH3:22][C:23]([CH3:32])([CH2:27][O:28][C:29](=[O:31])[CH3:30])[C:24](Cl)=[O:25]. Product: [C:1]([N:8]1[CH2:12][CH2:11][C@H:10]([N:13]([C:24](=[O:25])[C:23]([CH3:32])([CH3:22])[CH2:27][O:28][C:29](=[O:31])[CH3:30])[CH:14]2[CH2:19][CH2:18][C:17]([CH3:21])([CH3:20])[CH2:16][CH2:15]2)[CH2:9]1)([O:3][C:4]([CH3:7])([CH3:6])[CH3:5])=[O:2]. The catalyst class is: 230.